From a dataset of Forward reaction prediction with 1.9M reactions from USPTO patents (1976-2016). Predict the product of the given reaction. (1) The product is: [CH:30]1([CH2:29][O:28][C:22]2[CH:23]=[CH:24][C:25]([CH3:27])=[CH:26][C:21]=2[C:20]2[C:15]3[NH:14][C:13]([CH3:33])=[C:12]([C:10]([NH:9][C@H:6]4[CH2:7][CH2:8][C@H:3]([NH:2][C:37](=[O:38])[CH2:36][O:35][CH3:34])[CH2:4][CH2:5]4)=[O:11])[C:16]=3[N:17]=[CH:18][N:19]=2)[CH2:31][CH2:32]1. Given the reactants Cl.[NH2:2][C@H:3]1[CH2:8][CH2:7][C@H:6]([NH:9][C:10]([C:12]2[C:16]3[N:17]=[CH:18][N:19]=[C:20]([C:21]4[CH:26]=[C:25]([CH3:27])[CH:24]=[CH:23][C:22]=4[O:28][CH2:29][CH:30]4[CH2:32][CH2:31]4)[C:15]=3[NH:14][C:13]=2[CH3:33])=[O:11])[CH2:5][CH2:4]1.[CH3:34][O:35][CH2:36][C:37](Cl)=[O:38], predict the reaction product. (2) Given the reactants [CH:1]([N:4]1[C:9]([CH3:10])=[CH:8][CH:7]=[C:6]([C:11]([O:13][CH2:14][CH3:15])=[O:12])[C:5]1=[O:16])([CH3:3])[CH3:2].[Br:17]N1C(=O)CCC1=O, predict the reaction product. The product is: [Br:17][C:8]1[CH:7]=[C:6]([C:11]([O:13][CH2:14][CH3:15])=[O:12])[C:5](=[O:16])[N:4]([CH:1]([CH3:2])[CH3:3])[C:9]=1[CH3:10]. (3) Given the reactants [N:1]1[CH:6]=[CH:5][CH:4]=[C:3]([N:7]2[CH2:11][CH2:10][C:9]([NH2:12])=[N:8]2)[CH:2]=1, predict the reaction product. The product is: [NH2:12][C:9]1[CH:10]=[CH:11][N:7]([C:3]2[CH:2]=[N:1][CH:6]=[CH:5][CH:4]=2)[N:8]=1. (4) Given the reactants [Cl:1][C:2]1[CH:27]=[CH:26][C:5]([CH2:6][N:7]2[C:15]3[C:14](=[O:16])[NH:13][C:12](=[O:17])[N:11]([CH3:18])[C:10]=3[N:9]=[C:8]2[S:19]([NH:22][CH:23]([CH3:25])[CH3:24])(=[O:21])=[O:20])=[CH:4][CH:3]=1.Br[CH2:29][CH2:30][CH2:31][O:32][CH:33]1[CH2:38][CH2:37][CH2:36][CH2:35][O:34]1.C(=O)([O-])[O-].[K+].[K+], predict the reaction product. The product is: [Cl:1][C:2]1[CH:3]=[CH:4][C:5]([CH2:6][N:7]2[C:15]3[C:14](=[O:16])[N:13]([CH2:29][CH2:30][CH2:31][O:32][CH:33]4[CH2:38][CH2:37][CH2:36][CH2:35][O:34]4)[C:12](=[O:17])[N:11]([CH3:18])[C:10]=3[N:9]=[C:8]2[S:19]([NH:22][CH:23]([CH3:24])[CH3:25])(=[O:21])=[O:20])=[CH:26][CH:27]=1.